This data is from Catalyst prediction with 721,799 reactions and 888 catalyst types from USPTO. The task is: Predict which catalyst facilitates the given reaction. (1) Reactant: [CH3:1][O:2][C:3]1[CH:11]=[CH:10][C:9]([O:12][CH3:13])=[CH:8][C:4]=1[C:5]([OH:7])=O.[C:14](Cl)(=[O:18])C(Cl)=O.[CH3:20][N:21](C=O)C.C(N(CC)CC)C. Product: [CH3:14][O:18][N:21]([CH3:20])[C:5](=[O:7])[C:4]1[CH:8]=[C:9]([O:12][CH3:13])[CH:10]=[CH:11][C:3]=1[O:2][CH3:1]. The catalyst class is: 2. (2) Reactant: [C:1]([OH:10])(=[O:9])/[CH:2]=[CH:3]\[CH:4]=[CH:5]\[C:6]([OH:8])=[O:7].II. Product: [C:1]([OH:10])(=[O:9])/[CH:2]=[CH:3]/[CH:4]=[CH:5]/[C:6]([OH:8])=[O:7]. The catalyst class is: 8. (3) Reactant: [C:1]([NH:4][CH2:5][CH2:6][C:7]1[CH:12]=[C:11]([CH2:13][CH2:14][CH2:15][O:16][CH3:17])[CH:10]=[CH:9][C:8]=1[C:18]1[O:22][N:21]=[C:20]([C@@H:23]2[C@:28]([C:30]3[CH:35]=[CH:34][C:33]([F:36])=[C:32]([F:37])[CH:31]=3)([OH:29])[CH2:27][CH2:26][N:25](C(OC(C)(C)C)=O)[CH2:24]2)[C:19]=1[Br:45])(=[O:3])[CH3:2].[ClH:46]. Product: [Cl-:46].[C:1]([NH:4][CH2:5][CH2:6][C:7]1[CH:12]=[C:11]([CH2:13][CH2:14][CH2:15][O:16][CH3:17])[CH:10]=[CH:9][C:8]=1[C:18]1[O:22][N:21]=[C:20]([C@@H:23]2[C@:28]([C:30]3[CH:35]=[CH:34][C:33]([F:36])=[C:32]([F:37])[CH:31]=3)([OH:29])[CH2:27][CH2:26][NH2+:25][CH2:24]2)[C:19]=1[Br:45])(=[O:3])[CH3:2]. The catalyst class is: 2.